Dataset: Catalyst prediction with 721,799 reactions and 888 catalyst types from USPTO. Task: Predict which catalyst facilitates the given reaction. (1) Reactant: FC(F)(F)C(O)=O.C([O:12][C:13](=[O:37])[CH2:14][CH2:15][CH2:16][N:17]([C:24](=[O:36])[C@H:25]([NH:27][C:28]1[CH:33]=[CH:32][C:31]([Cl:34])=[C:30]([Cl:35])[CH:29]=1)[CH3:26])[CH2:18][CH:19](OC)OC)(C)(C)C.C([SiH](CC)CC)C.C(N(CC)CC)C. Product: [Cl:35][C:30]1[CH:29]=[C:28]([N:27]2[CH2:19][CH2:18][N:17]([CH2:16][CH2:15][CH2:14][C:13]([OH:12])=[O:37])[C:24](=[O:36])[C@H:25]2[CH3:26])[CH:33]=[CH:32][C:31]=1[Cl:34]. The catalyst class is: 4. (2) Reactant: [Cl:1][C:2]1[C:3]([O:12][C:13]2[CH:18]=[C:17]([O:19][CH2:20][O:21][CH3:22])[CH:16]=[CH:15][C:14]=2[CH2:23][CH2:24][CH2:25][OH:26])=[N:4][CH:5]=[C:6]([C:8]([F:11])([F:10])[F:9])[CH:7]=1.[CH2:27]([N:34]1[CH:38]=[C:37]([CH2:39][C:40]([O:42]C)=[O:41])[C:36](O)=[N:35]1)[C:28]1[CH:33]=[CH:32][CH:31]=[CH:30][CH:29]=1.C(P(CCCC)CCCC)CCC.N(C(N1CCCCC1)=O)=NC(N1CCCCC1)=O.O1CCCC1CO.[OH-].[Na+].Cl. Product: [Cl:1][C:2]1[C:3]([O:12][C:13]2[CH:18]=[C:17]([O:19][CH2:20][O:21][CH3:22])[CH:16]=[CH:15][C:14]=2[CH2:23][CH2:24][CH2:25][O:26][C:36]2[C:37]([CH2:39][C:40]([OH:42])=[O:41])=[CH:38][N:34]([CH2:27][C:28]3[CH:33]=[CH:32][CH:31]=[CH:30][CH:29]=3)[N:35]=2)=[N:4][CH:5]=[C:6]([C:8]([F:9])([F:11])[F:10])[CH:7]=1. The catalyst class is: 7. (3) Reactant: [Br:1][C:2]1[CH:3]=[C:4]2[C:10]([C:11]([N:13]([O:15][CH3:16])[CH3:14])=[O:12])=[N:9][NH:8][C:5]2=[N:6][CH:7]=1.[O:17]1[CH:22]=[CH:21][CH2:20][CH2:19][CH2:18]1.CC1C=CC(S([O-])(=O)=O)=CC=1.C1C=C[NH+]=CC=1. Product: [Br:1][C:2]1[CH:3]=[C:4]2[C:10]([C:11]([N:13]([O:15][CH3:16])[CH3:14])=[O:12])=[N:9][N:8]([CH:18]3[CH2:19][CH2:20][CH2:21][CH2:22][O:17]3)[C:5]2=[N:6][CH:7]=1. The catalyst class is: 2. (4) Reactant: [NH2:1][C:2]1[NH:6][CH:5]=[N:4][C:3]=1[C:7]([NH2:9])=[O:8].[CH3:10][C:11]([CH3:16])([CH3:15])[C:12](Cl)=[O:13]. Product: [CH3:10][C:11]([CH3:16])([CH3:15])[C:12]([NH:1][C:2]1[NH:6][CH:5]=[N:4][C:3]=1[C:7]([NH2:9])=[O:8])=[O:13]. The catalyst class is: 377. (5) Reactant: [C:1]([NH:8][C@H:9]([CH:11]=[O:12])[CH3:10])([O:3][C:4]([CH3:7])([CH3:6])[CH3:5])=[O:2].[F:13][C:14]([Si](C)(C)C)([F:16])[F:15].[F-].[Cs+].O. Product: [F:13][C:14]([F:16])([F:15])[CH:11]([OH:12])[C@@H:9]([NH:8][C:1](=[O:2])[O:3][C:4]([CH3:6])([CH3:5])[CH3:7])[CH3:10]. The catalyst class is: 1.